The task is: Binary Classification. Given a drug SMILES string, predict its activity (active/inactive) in a high-throughput screening assay against a specified biological target.. This data is from Cav3 T-type calcium channel HTS with 100,875 compounds. The compound is s1c(CNCc2occc2)ccc1. The result is 0 (inactive).